Dataset: Forward reaction prediction with 1.9M reactions from USPTO patents (1976-2016). Task: Predict the product of the given reaction. (1) Given the reactants CO[C:3]([C:5]1[CH:14]=[CH:13][C:12]2[CH2:11][CH2:10][CH2:9][CH:8]([N:15]3[CH2:20][CH2:19][N:18]([CH3:21])[CH2:17][CH2:16]3)[C:7]=2[CH:6]=1)=[O:4].[F:22][C:23]1[CH:24]=[C:25]([CH:28]=[CH:29][C:30]=1[F:31])[CH2:26][NH2:27], predict the reaction product. The product is: [F:22][C:23]1[CH:24]=[C:25]([CH:28]=[CH:29][C:30]=1[F:31])[CH2:26][NH:27][C:3]([C:5]1[CH:14]=[CH:13][C:12]2[CH2:11][CH2:10][CH2:9][CH:8]([N:15]3[CH2:20][CH2:19][N:18]([CH3:21])[CH2:17][CH2:16]3)[C:7]=2[CH:6]=1)=[O:4]. (2) Given the reactants [C:1]([N:4]([CH3:20])[C:5]1[N:10]=[CH:9][C:8]([NH:11][C:12](=[O:19])OCC(Cl)(Cl)Cl)=[CH:7][CH:6]=1)(=[O:3])[CH3:2].[C:21]1([C:27]2[N:31]=[C:30]([N:32]3[CH2:37][CH2:36][NH:35][CH2:34][CH2:33]3)[S:29][N:28]=2)[CH:26]=[CH:25][CH:24]=[CH:23][CH:22]=1.C(N(C(C)C)CC)(C)C.CS(C)=O, predict the reaction product. The product is: [C:1]([N:4]([CH3:20])[C:5]1[N:10]=[CH:9][C:8]([NH:11][C:12]([N:35]2[CH2:36][CH2:37][N:32]([C:30]3[S:29][N:28]=[C:27]([C:21]4[CH:26]=[CH:25][CH:24]=[CH:23][CH:22]=4)[N:31]=3)[CH2:33][CH2:34]2)=[O:19])=[CH:7][CH:6]=1)(=[O:3])[CH3:2].